This data is from Forward reaction prediction with 1.9M reactions from USPTO patents (1976-2016). The task is: Predict the product of the given reaction. (1) Given the reactants [NH2:1][C:2]1[CH:10]=[CH:9][CH:8]=[C:7]([Cl:11])[C:3]=1[C:4]([OH:6])=[O:5].[CH3:12][Si](C=[N+]=[N-])(C)C, predict the reaction product. The product is: [NH2:1][C:2]1[CH:10]=[CH:9][CH:8]=[C:7]([Cl:11])[C:3]=1[C:4]([O:6][CH3:12])=[O:5]. (2) Given the reactants [Cl:1][C:2]1[CH:3]=[C:4]([C:6]([F:10])=[CH:7][C:8]=1[Cl:9])[NH2:5].Cl[C:12]1[C:21]2[C:16](=[CH:17][C:18]([F:25])=[C:19]([N+:22]([O-:24])=[O:23])[CH:20]=2)[N:15]=[CH:14][N:13]=1, predict the reaction product. The product is: [Cl:1][C:2]1[CH:3]=[C:4]([NH:5][C:12]2[C:21]3[C:16](=[CH:17][C:18]([F:25])=[C:19]([N+:22]([O-:24])=[O:23])[CH:20]=3)[N:15]=[CH:14][N:13]=2)[C:6]([F:10])=[CH:7][C:8]=1[Cl:9]. (3) Given the reactants [NH:1]([C:3]([C:5]1[CH:6]=[C:7]([CH:12]=[CH:13][CH:14]=1)[C:8]([O:10][CH3:11])=[O:9])=[O:4])[NH2:2].Cl.C(O[C:19](=[NH:21])[CH3:20])C, predict the reaction product. The product is: [NH:21]=[C:19]([NH:2][NH:1][C:3]([C:5]1[CH:6]=[C:7]([CH:12]=[CH:13][CH:14]=1)[C:8]([O:10][CH3:11])=[O:9])=[O:4])[CH3:20]. (4) Given the reactants [CH2:1]([O:3][C:4]([C:6]1[C:7]([CH3:26])=[N:8][C:9]([NH:13][CH2:14]/[CH:15]=[CH:16]/[C:17]2[CH:22]=[C:21]([O:23][CH3:24])[CH:20]=[CH:19][C:18]=2[F:25])=[N:10][C:11]=1[CH3:12])=[O:5])[CH3:2], predict the reaction product. The product is: [CH2:1]([O:3][C:4]([C:6]1[C:11]([CH3:12])=[N:10][C:9]([NH:13][CH2:14][CH2:15][CH2:16][C:17]2[CH:22]=[C:21]([O:23][CH3:24])[CH:20]=[CH:19][C:18]=2[F:25])=[N:8][C:7]=1[CH3:26])=[O:5])[CH3:2].